Dataset: NCI-60 drug combinations with 297,098 pairs across 59 cell lines. Task: Regression. Given two drug SMILES strings and cell line genomic features, predict the synergy score measuring deviation from expected non-interaction effect. (1) Drug 1: COC1=C(C=C2C(=C1)N=CN=C2NC3=CC(=C(C=C3)F)Cl)OCCCN4CCOCC4. Drug 2: C1=CC(=CC=C1CCC2=CNC3=C2C(=O)NC(=N3)N)C(=O)NC(CCC(=O)O)C(=O)O. Cell line: KM12. Synergy scores: CSS=15.9, Synergy_ZIP=-5.47, Synergy_Bliss=-5.54, Synergy_Loewe=-1.38, Synergy_HSA=-1.22. (2) Drug 1: CCCS(=O)(=O)NC1=C(C(=C(C=C1)F)C(=O)C2=CNC3=C2C=C(C=N3)C4=CC=C(C=C4)Cl)F. Drug 2: CC1=C2C(C(=O)C3(C(CC4C(C3C(C(C2(C)C)(CC1OC(=O)C(C(C5=CC=CC=C5)NC(=O)OC(C)(C)C)O)O)OC(=O)C6=CC=CC=C6)(CO4)OC(=O)C)O)C)O. Cell line: EKVX. Synergy scores: CSS=39.0, Synergy_ZIP=2.40, Synergy_Bliss=6.07, Synergy_Loewe=-70.1, Synergy_HSA=4.40. (3) Cell line: M14. Synergy scores: CSS=21.0, Synergy_ZIP=-0.0520, Synergy_Bliss=5.26, Synergy_Loewe=-3.54, Synergy_HSA=2.18. Drug 1: CC1OCC2C(O1)C(C(C(O2)OC3C4COC(=O)C4C(C5=CC6=C(C=C35)OCO6)C7=CC(=C(C(=C7)OC)O)OC)O)O. Drug 2: CS(=O)(=O)CCNCC1=CC=C(O1)C2=CC3=C(C=C2)N=CN=C3NC4=CC(=C(C=C4)OCC5=CC(=CC=C5)F)Cl. (4) Drug 1: COC1=CC(=CC(=C1O)OC)C2C3C(COC3=O)C(C4=CC5=C(C=C24)OCO5)OC6C(C(C7C(O6)COC(O7)C8=CC=CS8)O)O. Drug 2: CC1CCCC2(C(O2)CC(NC(=O)CC(C(C(=O)C(C1O)C)(C)C)O)C(=CC3=CSC(=N3)C)C)C. Cell line: SN12C. Synergy scores: CSS=38.5, Synergy_ZIP=-4.88, Synergy_Bliss=-3.06, Synergy_Loewe=-1.13, Synergy_HSA=-1.20. (5) Drug 1: C1=CC=C(C=C1)NC(=O)CCCCCCC(=O)NO. Cell line: SK-MEL-5. Synergy scores: CSS=54.5, Synergy_ZIP=4.36, Synergy_Bliss=2.05, Synergy_Loewe=-2.92, Synergy_HSA=3.19. Drug 2: C#CCC(CC1=CN=C2C(=N1)C(=NC(=N2)N)N)C3=CC=C(C=C3)C(=O)NC(CCC(=O)O)C(=O)O. (6) Drug 1: C1=C(C(=O)NC(=O)N1)F. Cell line: UACC-257. Drug 2: C1CNP(=O)(OC1)N(CCCl)CCCl. Synergy scores: CSS=14.2, Synergy_ZIP=-4.81, Synergy_Bliss=-1.66, Synergy_Loewe=-5.06, Synergy_HSA=-0.942.